From a dataset of Reaction yield outcomes from USPTO patents with 853,638 reactions. Predict the reaction yield, written as a fraction of the theoretical maximum amount of product (1.0 means a 100% yield; for example, 0.34 means a 34% yield). (1) The reactants are [Cl:1][C:2]1[S:3][CH:4]=[C:5]([CH3:7])[N:6]=1.S(Cl)(Cl)=O.[Cl:12][S:13](O)(=[O:15])=[O:14]. No catalyst specified. The product is [Cl:1][C:2]1[S:3][C:4]([S:13]([Cl:12])(=[O:15])=[O:14])=[C:5]([CH3:7])[N:6]=1. The yield is 0.430. (2) The reactants are [Cl:1][C:2]1[CH:7]=[CH:6][C:5]([CH:8]2[CH2:10][CH:9]2[C:11]([O:13]CC)=[O:12])=[CH:4][CH:3]=1.C[O-].[Na+].CO.O[Li].O. The catalyst is CCO. The product is [Cl:1][C:2]1[CH:3]=[CH:4][C:5]([CH:8]2[CH2:10][CH:9]2[C:11]([OH:13])=[O:12])=[CH:6][CH:7]=1. The yield is 0.980.